The task is: Predict the product of the given reaction.. This data is from Forward reaction prediction with 1.9M reactions from USPTO patents (1976-2016). Given the reactants Br[C:2]1[CH:6]=[C:5]([C:7]#[C:8][C:9]([CH3:12])([CH3:11])[CH3:10])[S:4][C:3]=1[C:13]([O:15][CH3:16])=[O:14].[CH2:17]([C:19]1[N:23]=[C:22]([CH2:24][NH2:25])[O:21][N:20]=1)[CH3:18].C(=O)([O-])[O-].[Cs+].[Cs+].COC1C=CC=C(OC)C=1C1C=CC=CC=1P(C1CCCCC1)C1CCCCC1, predict the reaction product. The product is: [CH3:10][C:9]([CH3:12])([CH3:11])[C:8]#[C:7][C:5]1[S:4][C:3]([C:13]([O:15][CH3:16])=[O:14])=[C:2]([NH:25][CH2:24][C:22]2[O:21][N:20]=[C:19]([CH2:17][CH3:18])[N:23]=2)[CH:6]=1.